Dataset: Catalyst prediction with 721,799 reactions and 888 catalyst types from USPTO. Task: Predict which catalyst facilitates the given reaction. (1) Reactant: C([O:8][CH2:9][CH:10]([NH:19][C:20](=[O:26])[O:21][C:22]([CH3:25])([CH3:24])[CH3:23])[C:11]([N:13]1[CH2:18][CH2:17][O:16][CH2:15][CH2:14]1)=[O:12])C1C=CC=CC=1.CC(O)=O. Product: [OH:8][CH2:9][CH:10]([NH:19][C:20](=[O:26])[O:21][C:22]([CH3:24])([CH3:23])[CH3:25])[C:11]([N:13]1[CH2:18][CH2:17][O:16][CH2:15][CH2:14]1)=[O:12]. The catalyst class is: 5. (2) Reactant: C1C(O)=CC=CC=1C.C([C:22]1([C:39]([O-:41])=[O:40])[C:28]([CH3:35])([CH2:29][N:30]2[CH:34]=[CH:33][N:32]=[N:31]2)[S:27](=[O:37])(=[O:36])[CH:26]2[N:23]1[C:24](=[O:38])[CH2:25]2)(C1C=CC=CC=1)C1C=CC=CC=1. Product: [CH3:35][C@@:28]1([CH2:29][N:30]2[N:31]=[N:32][CH:33]=[CH:34]2)[S:27](=[O:36])(=[O:37])[C@@H:26]2[CH2:25][C:24](=[O:38])[N:23]2[C@H:22]1[C:39]([OH:41])=[O:40]. The catalyst class is: 4. (3) Reactant: C[Si]([N-][Si](C)(C)C)(C)C.[K+].[CH3:11][C:12]1[C:20]2[C:15](=[CH:16][CH:17]=[C:18]([C:21]#[N:22])[CH:19]=2)[NH:14][C:13]=1[C:23]1[CH:24]=[N:25][CH:26]=[CH:27][CH:28]=1.[C:29]([C:31]1[CH:32]=[C:33]([CH:37]=[CH:38][CH:39]=1)[C:34](Cl)=[O:35])#[N:30].[Cl-].[NH4+]. Product: [C:29]([C:31]1[CH:32]=[C:33]([CH:37]=[CH:38][CH:39]=1)[C:34]([N:14]1[C:15]2[C:20](=[CH:19][C:18]([C:21]#[N:22])=[CH:17][CH:16]=2)[C:12]([CH3:11])=[C:13]1[C:23]1[CH:24]=[N:25][CH:26]=[CH:27][CH:28]=1)=[O:35])#[N:30]. The catalyst class is: 1. (4) Reactant: [F:1][C:2]([F:8])([F:7])[S:3]([OH:6])(=[O:5])=[O:4].[CH2:9]([O:11][C:12]([C:14]1[CH:18]=[C:17]([C:19]2[CH:24]=[CH:23][C:22](O)=[CH:21][N:20]=2)[N:16]([C:26]2[CH:27]=[N:28][CH:29]=[CH:30][CH:31]=2)[N:15]=1)=[O:13])[CH3:10]. Product: [CH2:9]([O:11][C:12]([C:14]1[CH:18]=[C:17]([C:19]2[CH:24]=[CH:23][C:22]([O:4][S:3]([C:2]([F:8])([F:7])[F:1])(=[O:6])=[O:5])=[CH:21][N:20]=2)[N:16]([C:26]2[CH:27]=[N:28][CH:29]=[CH:30][CH:31]=2)[N:15]=1)=[O:13])[CH3:10]. The catalyst class is: 272. (5) Reactant: [CH:1]([C:3]1[CH:11]=[CH:10][C:6]([C:7]([OH:9])=[O:8])=[CH:5][CH:4]=1)=O.[F:12][C:13]1[CH:19]=[CH:18][CH:17]=[CH:16][C:14]=1[NH2:15].[B][B][B][B][B][B][B][B][B][B]. Product: [F:12][C:13]1[CH:19]=[CH:18][CH:17]=[CH:16][C:14]=1[NH:15][CH2:1][C:3]1[CH:11]=[CH:10][C:6]([C:7]([OH:9])=[O:8])=[CH:5][CH:4]=1. The catalyst class is: 5. (6) Reactant: [CH3:1][O:2][CH:3]1[C:7]2([CH2:12][CH2:11][N:10](C(OC(C)(C)C)=O)[CH2:9][CH2:8]2)[C:6](=[O:20])[N:5]([C:21]2[CH2:22][O:23][C:24](=[O:27])[C:25]=2[CH3:26])[CH2:4]1.FC(F)(F)C(O)=O. Product: [CH3:1][O:2][CH:3]1[C:7]2([CH2:12][CH2:11][NH:10][CH2:9][CH2:8]2)[C:6](=[O:20])[N:5]([C:21]2[CH2:22][O:23][C:24](=[O:27])[C:25]=2[CH3:26])[CH2:4]1. The catalyst class is: 4.